From a dataset of Reaction yield outcomes from USPTO patents with 853,638 reactions. Predict the reaction yield, written as a fraction of the theoretical maximum amount of product (1.0 means a 100% yield; for example, 0.34 means a 34% yield). (1) The reactants are [N:1]1[C:10]2[C:5](=[N:6][CH:7]=[CH:8][CH:9]=2)[CH:4]=[CH:3][C:2]=1[CH2:11][OH:12].O[C:14]1[CH:19]=[CH:18][C:17]([C:20](=[O:28])[CH2:21][C:22]2[CH:27]=[CH:26][N:25]=[CH:24][CH:23]=2)=[CH:16][CH:15]=1.C1(P(C2C=CC=CC=2)C2C=CC=CC=2)C=CC=CC=1.N(C(OC(C)(C)C)=O)=NC(OC(C)(C)C)=O. The yield is 0.398. The product is [N:1]1[C:10]2[C:5](=[N:6][CH:7]=[CH:8][CH:9]=2)[CH:4]=[CH:3][C:2]=1[CH2:11][O:12][C:14]1[CH:15]=[CH:16][C:17]([C:20](=[O:28])[CH2:21][C:22]2[CH:27]=[CH:26][N:25]=[CH:24][CH:23]=2)=[CH:18][CH:19]=1. The catalyst is O1CCOCC1.C(=O)(O)[O-].[Na+]. (2) The yield is 0.620. The reactants are [F:1][C:2]1[CH:3]=[CH:4][C:5]([C:8]2[C:12]([CH2:13][OH:14])=[C:11]([CH3:15])[O:10][N:9]=2)=[N:6][CH:7]=1.[CH3:16][O:17][C:18]([C:20]1[O:24][NH:23][C:22](=O)[CH:21]=1)=[O:19].C1(P(C2C=CC=CC=2)C2C=CC=CC=2)C=CC=CC=1.N(C(OCC)=O)=NC(OCC)=O. The product is [CH3:16][O:17][C:18]([C:20]1[O:24][N:23]=[C:22]([O:14][CH2:13][C:12]2[C:8]([C:5]3[CH:4]=[CH:3][C:2]([F:1])=[CH:7][N:6]=3)=[N:9][O:10][C:11]=2[CH3:15])[CH:21]=1)=[O:19]. The catalyst is C1COCC1. (3) The reactants are [O-:1][Mn](=O)(=O)=O.[K+].[F:7][C:8]1[C:9]([CH:18]=[O:19])=[CH:10][C:11]2[O:16][CH2:15][CH2:14][O:13][C:12]=2[CH:17]=1. The yield is 0.570. The product is [F:7][C:8]1[C:9]([C:18]([OH:1])=[O:19])=[CH:10][C:11]2[O:16][CH2:15][CH2:14][O:13][C:12]=2[CH:17]=1. The catalyst is O. (4) The reactants are [CH3:1][C:2]1[CH:10]=[C:6]([C:7]([OH:9])=O)[C:5]([OH:11])=[CH:4][CH:3]=1.[Cl:12][C:13]1[CH:19]=[CH:18][C:17]([C:20]([F:23])([F:22])[F:21])=[CH:16][C:14]=1[NH2:15]. No catalyst specified. The product is [Cl:12][C:13]1[CH:19]=[CH:18][C:17]([C:20]([F:22])([F:23])[F:21])=[CH:16][C:14]=1[NH:15][C:7](=[O:9])[C:6]1[CH:10]=[C:2]([CH3:1])[CH:3]=[CH:4][C:5]=1[OH:11]. The yield is 0.158. (5) The reactants are [CH2:1]([C@H:3]1[C@@H:7]([C:8]2[N:12]3[C:13]4[CH:19]=[CH:18][N:17]([S:20]([C:23]5[CH:29]=[CH:28][C:26]([CH3:27])=[CH:25][CH:24]=5)(=[O:22])=[O:21])[C:14]=4[N:15]=[CH:16][C:11]3=[N:10][CH:9]=2)[CH2:6][N:5](C(OCC2C=CC=CC=2)=O)[CH2:4]1)[CH3:2].Br. The catalyst is CCOCC.O.C(Cl)Cl. The product is [CH2:1]([C@H:3]1[CH2:4][NH:5][CH2:6][C@H:7]1[C:8]1[N:12]2[C:13]3[CH:19]=[CH:18][N:17]([S:20]([C:23]4[CH:24]=[CH:25][C:26]([CH3:27])=[CH:28][CH:29]=4)(=[O:21])=[O:22])[C:14]=3[N:15]=[CH:16][C:11]2=[N:10][CH:9]=1)[CH3:2]. The yield is 0.610. (6) The reactants are [I:1][C:2]1[CH:8]=[CH:7][C:5](N)=[C:4]([N+:9]([O-:11])=[O:10])[CH:3]=1.S(=O)(=O)(O)O.N([O-])=O.[Na+].[I-:21].[Na+]. The catalyst is O.C(OCC)C.C(O)(=O)C. The product is [I:21][C:5]1[CH:7]=[CH:8][C:2]([I:1])=[CH:3][C:4]=1[N+:9]([O-:11])=[O:10]. The yield is 0.990.